Dataset: Reaction yield outcomes from USPTO patents with 853,638 reactions. Task: Predict the reaction yield, written as a fraction of the theoretical maximum amount of product (1.0 means a 100% yield; for example, 0.34 means a 34% yield). The catalyst is Cl[Cu].C1COCC1. The reactants are [CH3:1][CH:2]1[CH2:4][N:3]1[P:5](=[O:20])([O:13][C:14]1[CH:19]=[CH:18][CH:17]=[CH:16][CH:15]=1)[O:6][C:7]1[CH:12]=[CH:11][CH:10]=[CH:9][CH:8]=1.[C:21]1([Mg]Cl)[CH:26]=[CH:25][CH:24]=[CH:23][CH:22]=1. The yield is 0.720. The product is [C:21]1([CH2:4][CH:2]([NH:3][P:5](=[O:20])([O:13][C:14]2[CH:19]=[CH:18][CH:17]=[CH:16][CH:15]=2)[O:6][C:7]2[CH:12]=[CH:11][CH:10]=[CH:9][CH:8]=2)[CH3:1])[CH:26]=[CH:25][CH:24]=[CH:23][CH:22]=1.